This data is from Reaction yield outcomes from USPTO patents with 853,638 reactions. The task is: Predict the reaction yield, written as a fraction of the theoretical maximum amount of product (1.0 means a 100% yield; for example, 0.34 means a 34% yield). (1) The reactants are [Cl:1][C:2]1[CH:3]=[C:4]([CH2:9][N:10]2[CH:14]=[C:13]([N+:15]([O-])=O)[CH:12]=[N:11]2)[CH:5]=[CH:6][C:7]=1[Cl:8].O.O.Cl[Sn]Cl.O.C([O-])(O)=O.[Na+]. The catalyst is CCO. The product is [Cl:1][C:2]1[CH:3]=[C:4]([CH2:9][N:10]2[CH:14]=[C:13]([NH2:15])[CH:12]=[N:11]2)[CH:5]=[CH:6][C:7]=1[Cl:8]. The yield is 0.400. (2) The reactants are [NH2:1][C:2]1[C:11]2[C:6](=[C:7](Br)[CH:8]=[CH:9][CH:10]=2)[N:5]=[N:4][C:3]=1[C:13]([NH:15][CH2:16][CH2:17][CH3:18])=[O:14].[F:19][C:20]1[C:25]([F:26])=[CH:24][CH:23]=[CH:22][C:21]=1B(O)O. No catalyst specified. The product is [NH2:1][C:2]1[C:11]2[C:6](=[C:7]([C:24]3[CH:23]=[CH:22][CH:21]=[C:20]([F:19])[C:25]=3[F:26])[CH:8]=[CH:9][CH:10]=2)[N:5]=[N:4][C:3]=1[C:13]([NH:15][CH2:16][CH2:17][CH3:18])=[O:14]. The yield is 0.576. (3) The reactants are [Cl-].O[NH3+:3].[C:4](=[O:7])([O-])[OH:5].[Na+].CS(C)=O.[CH2:13]([C:17]1[N:18]=[C:19]([CH2:44][O:45][CH3:46])[N:20]([CH2:39][C:40]([CH3:43])([CH3:42])[CH3:41])[C:21](=[O:38])[C:22]=1[CH2:23][C:24]1[CH:29]=[CH:28][C:27]([C:30]2[C:31]([C:36]#[N:37])=[CH:32][CH:33]=[CH:34][CH:35]=2)=[CH:26][CH:25]=1)[CH2:14][CH2:15][CH3:16]. The catalyst is C(OCC)(=O)C. The product is [CH2:13]([C:17]1[N:18]=[C:19]([CH2:44][O:45][CH3:46])[N:20]([CH2:39][C:40]([CH3:41])([CH3:43])[CH3:42])[C:21](=[O:38])[C:22]=1[CH2:23][C:24]1[CH:29]=[CH:28][C:27]([C:30]2[CH:35]=[CH:34][CH:33]=[CH:32][C:31]=2[C:36]2[NH:3][C:4](=[O:7])[O:5][N:37]=2)=[CH:26][CH:25]=1)[CH2:14][CH2:15][CH3:16]. The yield is 0.390. (4) The reactants are [F:1][C:2]1[CH:7]=[CH:6][CH:5]=[CH:4][C:3]=1[C:8]1[C:17]2[C:12](=[CH:13][CH:14]=[C:15]([OH:18])[CH:16]=2)[C:11](=[O:19])[N:10]([CH2:20][CH:21]([CH3:23])[CH3:22])[C:9]=1[CH2:24][NH:25][C:26](=[O:32])[O:27][C:28]([CH3:31])([CH3:30])[CH3:29].[H-].[Na+].C1C=CC(N([S:42]([C:45]([F:48])([F:47])[F:46])(=[O:44])=[O:43])[S:42]([C:45]([F:48])([F:47])[F:46])(=[O:44])=[O:43])=CC=1.O. The catalyst is CN(C)C=O. The product is [F:1][C:2]1[CH:7]=[CH:6][CH:5]=[CH:4][C:3]=1[C:8]1[C:17]2[C:12](=[CH:13][CH:14]=[C:15]([O:18][S:42]([C:45]([F:48])([F:47])[F:46])(=[O:44])=[O:43])[CH:16]=2)[C:11](=[O:19])[N:10]([CH2:20][CH:21]([CH3:23])[CH3:22])[C:9]=1[CH2:24][NH:25][C:26](=[O:32])[O:27][C:28]([CH3:30])([CH3:29])[CH3:31]. The yield is 0.924.